Dataset: Full USPTO retrosynthesis dataset with 1.9M reactions from patents (1976-2016). Task: Predict the reactants needed to synthesize the given product. (1) The reactants are: [Cl:1][C:2]1[CH:3]=[C:4]([CH:17]=[CH:18][CH:19]=1)[C:5]([O:7]C1C=CC([N+]([O-])=O)=CC=1)=O.[C:20]1(=[O:30])[C:28]2[C:23](=[CH:24][CH:25]=[CH:26][CH:27]=2)[C:22](=[O:29])[CH2:21]1.[F-].[K+]. Given the product [Cl:1][C:2]1[CH:3]=[C:4]([CH:17]=[CH:18][CH:19]=1)[C:5]([CH:21]1[C:20](=[O:30])[C:28]2[C:23](=[CH:24][CH:25]=[CH:26][CH:27]=2)[C:22]1=[O:29])=[O:7], predict the reactants needed to synthesize it. (2) Given the product [F:1][CH:2]1[CH2:3][N:4]([C:9]2[N:13]([CH3:14])[N:12]=[CH:11][C:10]=2[N+:15]([O-:17])=[O:16])[CH2:5][CH2:6][CH:29]([C:30]([O:32][CH2:33][CH3:34])=[O:31])[C:7]1=[O:8], predict the reactants needed to synthesize it. The reactants are: [F:1][CH:2]1[C:7](=[O:8])[CH2:6][CH2:5][N:4]([C:9]2[N:13]([CH3:14])[N:12]=[CH:11][C:10]=2[N+:15]([O-:17])=[O:16])[CH2:3]1.B(F)(F)F.CCOCC.[N+](=[CH:29][C:30]([O:32][CH2:33][CH3:34])=[O:31])=[N-].O.